From a dataset of hERG potassium channel inhibition data for cardiac toxicity prediction from Karim et al.. Regression/Classification. Given a drug SMILES string, predict its toxicity properties. Task type varies by dataset: regression for continuous values (e.g., LD50, hERG inhibition percentage) or binary classification for toxic/non-toxic outcomes (e.g., AMES mutagenicity, cardiotoxicity, hepatotoxicity). Dataset: herg_karim. (1) The molecule is CNCc1cc(C(=O)N[C@@H]2CCc3ccc(Oc4ccnc5c4CCC(=O)N5)cc3C2)cc(C(F)(F)F)c1.Cl.Cl. The result is 0 (non-blocker). (2) The result is 1 (blocker). The drug is CC(C)CN(C(=O)c1ccccc1-c1ccccc1)C1CCNC1. (3) The drug is Cc1cccc(CCN2CCC(C(=O)c3ccc(NS(C)(=O)=O)cc3)CC2)n1.Cl.Cl. The result is 1 (blocker). (4) The compound is CC1=C(C(=O)Nc2cc3cn[nH]c3cc2F)C(c2ccc(Cl)cc2F)NC(c2ccnc(Cl)c2)=N1. The result is 0 (non-blocker). (5) The molecule is O=C(NCC(=O)N1CC[C@H](N[C@H]2CC[C@@](O)(c3ccc(-c4ncco4)cn3)CC2)C1)c1cccc(C(F)(F)F)c1. The result is 0 (non-blocker). (6) The molecule is Cc1nc2ccc(Oc3ccc(F)cc3)nc2c(=O)n1C[C@H]1CCCN(C(C)C)C1. The result is 1 (blocker).